Dataset: Catalyst prediction with 721,799 reactions and 888 catalyst types from USPTO. Task: Predict which catalyst facilitates the given reaction. Reactant: C([O-])([O-])=O.[Na+].[Na+].[CH2:7]([C:14]1[C:23]2[C:18](=[CH:19][CH:20]=[CH:21][CH:22]=2)[C:17](Cl)=[N:16][N:15]=1)[C:8]1[CH:13]=[CH:12][CH:11]=[CH:10][CH:9]=1.[CH3:25][C@@H:26]1[CH2:31][NH:30][CH2:29][CH2:28][NH:27]1. Product: [CH2:7]([C:14]1[C:23]2[C:18](=[CH:19][CH:20]=[CH:21][CH:22]=2)[C:17]([N:30]2[CH2:29][CH2:28][NH:27][C@H:26]([CH3:25])[CH2:31]2)=[N:16][N:15]=1)[C:8]1[CH:13]=[CH:12][CH:11]=[CH:10][CH:9]=1. The catalyst class is: 12.